The task is: Predict the reaction yield, written as a fraction of the theoretical maximum amount of product (1.0 means a 100% yield; for example, 0.34 means a 34% yield).. This data is from Reaction yield outcomes from USPTO patents with 853,638 reactions. The catalyst is CN(C=O)C.O. The yield is 0.670. The product is [C:1]([O:5][C:6](=[O:7])[NH:8][C@@H:9]([CH:13]1[CH2:18][CH2:17][CH2:16][CH2:15][CH2:14]1)[C:10]([N:53]1[CH2:57][CH2:56][CH2:55][C@H:54]1[C:58]1[CH:63]=[CH:62][N:61]=[C:60]([N:64]2[C:68]3[CH:69]=[CH:70][CH:71]=[CH:72][C:67]=3[N:66]=[CH:65]2)[CH:59]=1)=[O:12])([CH3:2])([CH3:3])[CH3:4]. The reactants are [C:1]([O:5][C:6]([NH:8][C@@H:9]([CH:13]1[CH2:18][CH2:17][CH2:16][CH2:15][CH2:14]1)[C:10]([OH:12])=O)=[O:7])([CH3:4])([CH3:3])[CH3:2].C1C=CC2N(O)N=NC=2C=1.CN(C(ON1N=NC2C=CC=CC1=2)=[N+](C)C)C.F[P-](F)(F)(F)(F)F.[NH:53]1[CH2:57][CH2:56][CH2:55][C@H:54]1[C:58]1[CH:63]=[CH:62][N:61]=[C:60]([N:64]2[C:68]3[CH:69]=[CH:70][CH:71]=[CH:72][C:67]=3[N:66]=[CH:65]2)[CH:59]=1.C(N(C(C)C)CC)(C)C.